Dataset: Forward reaction prediction with 1.9M reactions from USPTO patents (1976-2016). Task: Predict the product of the given reaction. (1) Given the reactants [N:1]1([C:7]2[CH:12]=[CH:11][C:10]([N:13]3[CH2:18][CH2:17][CH2:16][CH2:15][C:14]3=[O:19])=[CH:9][CH:8]=2)[CH2:6][CH2:5][NH:4][CH2:3][CH2:2]1.CC1C=CC(S(O[CH2:31][CH2:32][CH2:33][C:34]2[C:42]3[C:37](=[CH:38][CH:39]=[C:40]([F:43])[CH:41]=3)[NH:36][CH:35]=2)(=O)=O)=CC=1.C(=O)([O-])[O-].[K+].[K+].[I-].[K+], predict the reaction product. The product is: [F:43][C:40]1[CH:41]=[C:42]2[C:37](=[CH:38][CH:39]=1)[NH:36][CH:35]=[C:34]2[CH2:33][CH2:32][CH2:31][N:4]1[CH2:5][CH2:6][N:1]([C:7]2[CH:8]=[CH:9][C:10]([N:13]3[CH2:18][CH2:17][CH2:16][CH2:15][C:14]3=[O:19])=[CH:11][CH:12]=2)[CH2:2][CH2:3]1. (2) Given the reactants [NH2:1][C:2]1[CH:7]=[C:6]([N:8]2[CH2:12][CH2:11][C@:10]([CH:15]3[CH2:17][CH2:16]3)([C:13]#[N:14])[C:9]2=[O:18])[CH:5]=[CH:4][N:3]=1.Br[C:20]1[CH:29]=[CH:28][C:23]([C:24]([O:26][CH3:27])=[O:25])=[CH:22][N:21]=1.C(=O)([O-])[O-].[Cs+].[Cs+].C1(P(C2CCCCC2)C2C(OC)=CC=C(OC)C=2C2C(C(C)C)=CC(C(C)C)=CC=2C(C)C)CCCCC1.C(=O)(O)[O-].[Na+], predict the reaction product. The product is: [C:13]([C@@:10]1([CH:15]2[CH2:17][CH2:16]2)[CH2:11][CH2:12][N:8]([C:6]2[CH:5]=[CH:4][N:3]=[C:2]([NH:1][C:20]3[CH:29]=[CH:28][C:23]([C:24]([O:26][CH3:27])=[O:25])=[CH:22][N:21]=3)[CH:7]=2)[C:9]1=[O:18])#[N:14].